The task is: Predict which catalyst facilitates the given reaction.. This data is from Catalyst prediction with 721,799 reactions and 888 catalyst types from USPTO. (1) Reactant: F[C:2]1[CH:12]=[CH:11][C:5]([C:6]([O:8]CC)=[O:7])=[CH:4][C:3]=1[N+:13]([O-:15])=[O:14].Cl.[F:17][C:18]1([F:24])[CH2:23][CH2:22][CH2:21][NH:20][CH2:19]1.C(N(CC)CC)C.[OH-].[Li+]. Product: [F:17][C:18]1([F:24])[CH2:23][CH2:22][CH2:21][N:20]([C:2]2[CH:12]=[CH:11][C:5]([C:6]([OH:8])=[O:7])=[CH:4][C:3]=2[N+:13]([O-:15])=[O:14])[CH2:19]1. The catalyst class is: 827. (2) Product: [CH2:10]([O:9][C:7]([NH:6]/[C:5](=[CH:35]\[CH2:34][P:32]([O:31][CH2:29][CH3:30])([CH3:37])=[O:33])/[C:3]([O:2][CH3:1])=[O:4])=[O:8])[C:11]1[CH:12]=[CH:13][CH:14]=[CH:15][CH:16]=1. Reactant: [CH3:1][O:2][C:3]([CH:5](P(OC)(OC)=O)[NH:6][C:7]([O:9][CH2:10][C:11]1[CH:16]=[CH:15][CH:14]=[CH:13][CH:12]=1)=[O:8])=[O:4].CC(C)([O-])C.[K+].[CH2:29]([O:31][P:32]([CH3:37])([CH2:34][CH:35]=O)=[O:33])[CH3:30]. The catalyst class is: 2. (3) Reactant: [OH:1][C:2]1[CH:12]=[CH:11][CH:10]=[CH:9][C:3]=1[C:4]([N:6]([CH3:8])[CH3:7])=[O:5].C([O-])([O-])=O.[K+].[K+].[CH2:19](Cl)[C:20]1[CH:25]=[CH:24][CH:23]=[CH:22][CH:21]=1. Product: [CH2:19]([O:1][C:2]1[CH:12]=[CH:11][CH:10]=[CH:9][C:3]=1[C:4]([N:6]([CH3:8])[CH3:7])=[O:5])[C:20]1[CH:25]=[CH:24][CH:23]=[CH:22][CH:21]=1. The catalyst class is: 3. (4) Reactant: C([O:3][C:4](=[O:25])[C:5](O)=[CH:6][C:7]([C:9]1[CH:14]=[CH:13][C:12]([C:15]2[CH:20]=[CH:19][C:18](O)=[C:17]([CH2:22][CH3:23])[CH:16]=2)=[CH:11][CH:10]=1)=O)C.[OH2:26].[NH2:27][NH2:28].[C:29](O)(=O)C.CC1C=CC(S(O)(=O)=O)=CC=1. Product: [CH2:22]([C:17]1[CH:16]=[C:15]([C:12]2[CH:11]=[CH:10][C:9]([C:7]3[CH:6]=[C:5]([C:4]([OH:25])=[O:3])[NH:27][N:28]=3)=[CH:14][CH:13]=2)[CH:20]=[CH:19][C:18]=1[O:26][CH3:29])[CH3:23]. The catalyst class is: 88.